Dataset: Forward reaction prediction with 1.9M reactions from USPTO patents (1976-2016). Task: Predict the product of the given reaction. (1) The product is: [NH2:1][C:4]1[CH:16]=[CH:15][C:7]([CH2:8][N:9]2[CH2:13][CH2:12][O:11][C:10]2=[O:14])=[CH:6][CH:5]=1. Given the reactants [N+:1]([C:4]1[CH:16]=[CH:15][C:7]([CH2:8][N:9]2[CH2:13][CH2:12][O:11][C:10]2=[O:14])=[CH:6][CH:5]=1)([O-])=O.O.O.Cl[Sn]Cl.[OH-].[Na+].C(Cl)Cl, predict the reaction product. (2) Given the reactants Br[C:2]1[CH:9]=[CH:8][C:7]([C:10]([F:13])([F:12])[F:11])=[CH:6][C:3]=1[CH:4]=[O:5].[CH3:14][O:15][C:16](=[O:34])[CH2:17][C:18]1[CH:23]=[CH:22][C:21]([F:24])=[C:20](B2OC(C)(C)C(C)(C)O2)[CH:19]=1, predict the reaction product. The product is: [CH3:14][O:15][C:16](=[O:34])[CH2:17][C:18]1[CH:19]=[C:20]([C:2]2[CH:9]=[CH:8][C:7]([C:10]([F:13])([F:12])[F:11])=[CH:6][C:3]=2[CH:4]=[O:5])[C:21]([F:24])=[CH:22][CH:23]=1. (3) Given the reactants [F:1][C:2]1[CH:3]=[C:4]([CH:6]=[C:7]([F:9])[CH:8]=1)[NH2:5].C([O-])([O-])=O.[Cs+].[Cs+].Cl[C:17]1[CH:22]=[C:21]([N:23]([CH:31]2[CH2:33][CH2:32]2)C(=O)OCCCC)[N:20]2[N:34]=[CH:35][C:36]([CH:37]=[O:38])=[C:19]2[N:18]=1.C1C=CC(P(C2C(C3C(P(C4C=CC=CC=4)C4C=CC=CC=4)=CC=C4C=3C=CC=C4)=C3C(C=CC=C3)=CC=2)C2C=CC=CC=2)=CC=1, predict the reaction product. The product is: [CH:31]1([NH:23][C:21]2[N:20]3[N:34]=[CH:35][C:36]([CH:37]=[O:38])=[C:19]3[N:18]=[C:17]([NH:5][C:4]3[CH:3]=[C:2]([F:1])[CH:8]=[C:7]([F:9])[CH:6]=3)[CH:22]=2)[CH2:32][CH2:33]1.